Dataset: Reaction yield outcomes from USPTO patents with 853,638 reactions. Task: Predict the reaction yield, written as a fraction of the theoretical maximum amount of product (1.0 means a 100% yield; for example, 0.34 means a 34% yield). (1) The reactants are [CH3:1][O:2][C:3]1[CH:12]=[C:7]([C:8](OC)=[O:9])[C:6]([NH2:13])=[CH:5][C:4]=1[O:14][CH2:15][CH2:16][CH2:17][N:18]1[CH2:23][CH2:22][O:21][CH2:20][CH2:19]1.[CH:24]([O-])([O-])OC.C([O-])(=O)C.[NH4+:33]. The catalyst is CO. The product is [CH3:1][O:2][C:3]1[CH:12]=[C:7]2[C:6](=[CH:5][C:4]=1[O:14][CH2:15][CH2:16][CH2:17][N:18]1[CH2:23][CH2:22][O:21][CH2:20][CH2:19]1)[N:13]=[CH:24][NH:33][C:8]2=[O:9]. The yield is 0.870. (2) The reactants are [C:1]1([C:7]2[N:8]=[C:9]([CH2:12][CH2:13][CH2:14][NH2:15])[S:10][CH:11]=2)[CH:6]=[CH:5][CH:4]=[CH:3][CH:2]=1.[F:16][C:17]([F:33])([F:32])[C:18]1[O:22][N:21]=[C:20]([C:23]2[CH:24]=[C:25]([CH:29]=[CH:30][CH:31]=2)[C:26](O)=[O:27])[N:19]=1. No catalyst specified. The product is [C:1]1([C:7]2[N:8]=[C:9]([CH2:12][CH2:13][CH2:14][NH:15][C:26](=[O:27])[C:25]3[CH:29]=[CH:30][CH:31]=[C:23]([C:20]4[N:19]=[C:18]([C:17]([F:33])([F:32])[F:16])[O:22][N:21]=4)[CH:24]=3)[S:10][CH:11]=2)[CH:2]=[CH:3][CH:4]=[CH:5][CH:6]=1. The yield is 0.700. (3) The reactants are [F:1][C:2]1[CH:3]=[C:4]([S:8]([O-:10])=[O:9])[CH:5]=[CH:6][CH:7]=1.[Na+].[Cl:12][C:13]1[C:18]2[O:19][C:20]3[CH2:25][CH2:24][N:23]([C:26]([O:28][C:29]([CH3:32])([CH3:31])[CH3:30])=[O:27])[CH2:22][C:21]=3[C:17]=2[CH:16]=[C:15](Br)[CH:14]=1. No catalyst specified. The product is [Cl:12][C:13]1[C:18]2[O:19][C:20]3[CH2:25][CH2:24][N:23]([C:26]([O:28][C:29]([CH3:32])([CH3:31])[CH3:30])=[O:27])[CH2:22][C:21]=3[C:17]=2[CH:16]=[C:15]([S:8]([C:4]2[CH:5]=[CH:6][CH:7]=[C:2]([F:1])[CH:3]=2)(=[O:10])=[O:9])[CH:14]=1. The yield is 0.410. (4) The reactants are [NH2:1][C:2]1[CH:3]=[CH:4][C:5]2[O:9][C:8](=[O:10])[NH:7][C:6]=2[CH:11]=1.[Cl:12][C:13]1[N:18]=[C:17](Cl)[C:16]([CH3:20])=[CH:15][N:14]=1.CO. The catalyst is O. The product is [Cl:12][C:13]1[N:18]=[C:17]([NH:1][C:2]2[CH:3]=[CH:4][C:5]3[O:9][C:8](=[O:10])[NH:7][C:6]=3[CH:11]=2)[C:16]([CH3:20])=[CH:15][N:14]=1. The yield is 0.710.